Task: Predict the reactants needed to synthesize the given product.. Dataset: Full USPTO retrosynthesis dataset with 1.9M reactions from patents (1976-2016) (1) Given the product [C:4]([C:3]1[CH:6]=[CH:7][CH:8]=[CH:9][C:2]=1[NH:1][C:19]([NH:18][C:10](=[O:17])[C:11]1[CH:12]=[CH:13][CH:14]=[CH:15][CH:16]=1)=[O:20])#[N:5], predict the reactants needed to synthesize it. The reactants are: [NH2:1][C:2]1[CH:9]=[CH:8][CH:7]=[CH:6][C:3]=1[C:4]#[N:5].[C:10]([N:18]=[C:19]=[O:20])(=[O:17])[C:11]1[CH:16]=[CH:15][CH:14]=[CH:13][CH:12]=1. (2) The reactants are: [H-].[H-].[H-].[H-].[Li+].[Al+3].[OH:7][CH:8]([C:19]1[CH:24]=[CH:23][CH:22]=[C:21]([O:25][CH2:26][CH:27]([CH2:31][CH2:32][CH3:33])[CH2:28][CH2:29][CH3:30])[N:20]=1)[CH2:9][CH2:10][NH:11][C:12](=O)OC(C)(C)C.N.CO.C(Cl)Cl. Given the product [CH3:12][NH:11][CH2:10][CH2:9][CH:8]([C:19]1[CH:24]=[CH:23][CH:22]=[C:21]([O:25][CH2:26][CH:27]([CH2:31][CH2:32][CH3:33])[CH2:28][CH2:29][CH3:30])[N:20]=1)[OH:7], predict the reactants needed to synthesize it. (3) Given the product [NH2:7][C:8]([CH3:38])([CH3:37])[C:9]([N:11]1[CH2:12][CH:13]([C:15]2[CH:36]=[CH:35][C:18]3[C:19]4[N:20]=[C:21]([C:27]5[N:28]([CH:32]([CH3:34])[CH3:33])[N:29]=[CH:30][N:31]=5)[S:22][C:23]=4[CH2:24][CH2:25][O:26][C:17]=3[CH:16]=2)[CH2:14]1)=[O:10], predict the reactants needed to synthesize it. The reactants are: C(OC(=O)[NH:7][C:8]([CH3:38])([CH3:37])[C:9]([N:11]1[CH2:14][CH:13]([C:15]2[CH:36]=[CH:35][C:18]3[C:19]4[N:20]=[C:21]([C:27]5[N:28]([CH:32]([CH3:34])[CH3:33])[N:29]=[CH:30][N:31]=5)[S:22][C:23]=4[CH2:24][CH2:25][O:26][C:17]=3[CH:16]=2)[CH2:12]1)=[O:10])(C)(C)C.C(O)(C(F)(F)F)=O. (4) Given the product [C:23]([CH2:22][C:16]1([N:14]2[CH:15]=[C:11]([C:8]([NH2:9])=[O:10])[C:12]([NH:25][C:26]3[CH:31]=[CH:30][CH:29]=[CH:28][CH:27]=3)=[N:13]2)[CH2:21][CH2:20][N:19]([S:44]([CH:41]([CH3:43])[CH3:42])(=[O:46])=[O:45])[CH2:18][CH2:17]1)#[N:24], predict the reactants needed to synthesize it. The reactants are: FC(F)(F)C([O-])=O.[C:8]([C:11]1[C:12]([NH:25][C:26]2[CH:31]=[CH:30][CH:29]=[CH:28][CH:27]=2)=[N:13][N:14]([C:16]2([CH2:22][C:23]#[N:24])[CH2:21][CH2:20][NH2+:19][CH2:18][CH2:17]2)[CH:15]=1)(=[O:10])[NH2:9].CCN(C(C)C)C(C)C.[CH:41]([S:44](Cl)(=[O:46])=[O:45])([CH3:43])[CH3:42]. (5) The reactants are: C(O/[CH:4]=[CH:5]/[C:6]([NH:8][C:9]1[CH:14]=[CH:13][CH:12]=[C:11]([O:15][CH3:16])[CH:10]=1)=[O:7])C. Given the product [CH3:16][O:15][C:11]1[CH:10]=[C:9]2[C:14]([CH:4]=[CH:5][C:6](=[O:7])[NH:8]2)=[CH:13][CH:12]=1, predict the reactants needed to synthesize it. (6) Given the product [C:23]([C:20]1[CH:19]=[CH:18][C:17]([C:15]2[NH:14][C:13]([C:17]3[CH:22]=[CH:21][C:20]([C:23]([CH3:26])([CH3:25])[CH3:24])=[CH:19][CH:18]=3)([C:27]3[CH:32]=[C:31]([CH2:33][CH2:34][CH2:35][CH2:36][CH2:37][CH3:38])[C:30]([O:39][CH2:50][C:51]([O:53][CH2:54][CH3:55])=[O:52])=[CH:29][C:28]=3[OH:40])[N:12]=[CH:11][N:16]=2)=[CH:22][CH:21]=1)([CH3:24])([CH3:25])[CH3:26], predict the reactants needed to synthesize it. The reactants are: C(C1C=CC([C:11]2[N:16]=[C:15]([C:17]3[CH:22]=[CH:21][C:20]([C:23]([CH3:26])([CH3:25])[CH3:24])=[CH:19][CH:18]=3)[N:14]=[C:13]([C:27]3[CH:32]=[C:31]([CH2:33][CH2:34][CH2:35][CH2:36][CH2:37][CH3:38])[C:30]([OH:39])=[CH:29][C:28]=3[OH:40])[N:12]=2)=CC=1)(C)(C)C.C(=O)([O-])[O-].[K+].[K+].[I-].[K+].Cl[CH2:50][C:51]([O:53][CH2:54][CH3:55])=[O:52].